This data is from Reaction yield outcomes from USPTO patents with 853,638 reactions. The task is: Predict the reaction yield, written as a fraction of the theoretical maximum amount of product (1.0 means a 100% yield; for example, 0.34 means a 34% yield). The reactants are C([O-])([O-])=O.[K+].[K+].[F:7][C:8]1[CH:9]=[C:10]([CH:31]=[CH:32][CH:33]=1)[CH2:11][NH:12][C:13]([C:15]1[C:16]([OH:30])=[N:17][C:18]2[C:23]([C:24]=1[CH3:25])=[CH:22][CH:21]=[C:20]([C:26]([F:29])([F:28])[F:27])[CH:19]=2)=[O:14].Br[CH2:35][CH2:36][O:37][CH3:38].CCOC(C)=O.CCCCCC. The catalyst is CS(C)=O.O.CCOC(C)=O. The product is [F:7][C:8]1[CH:9]=[C:10]([CH2:11][NH:12][C:13]([C:15]2[C:16]([O:30][CH2:35][CH2:36][O:37][CH3:38])=[N:17][C:18]3[C:23]([C:24]=2[CH3:25])=[CH:22][CH:21]=[C:20]([C:26]([F:27])([F:28])[F:29])[CH:19]=3)=[O:14])[CH:31]=[CH:32][CH:33]=1. The yield is 0.210.